This data is from Forward reaction prediction with 1.9M reactions from USPTO patents (1976-2016). The task is: Predict the product of the given reaction. Given the reactants Cl[C:2]1[C:3]2[C:4](=[CH:15][N:16](CC3C=CC(OC)=CC=3)[N:17]=2)[N:5]=[C:6]([C:8]2[CH:13]=[CH:12][CH:11]=[C:10]([Cl:14])[CH:9]=2)[N:7]=1.[O:27]1[CH2:32][CH2:31][N:30]([C:33]2[CH:39]=[CH:38][C:36]([NH2:37])=[CH:35][CH:34]=2)[CH2:29][CH2:28]1.Cl, predict the reaction product. The product is: [Cl:14][C:10]1[CH:9]=[C:8]([C:6]2[N:7]=[C:2]([NH:37][C:36]3[CH:35]=[CH:34][C:33]([N:30]4[CH2:31][CH2:32][O:27][CH2:28][CH2:29]4)=[CH:39][CH:38]=3)[C:3]3[NH:17][N:16]=[CH:15][C:4]=3[N:5]=2)[CH:13]=[CH:12][CH:11]=1.